The task is: Predict the product of the given reaction.. This data is from Forward reaction prediction with 1.9M reactions from USPTO patents (1976-2016). Given the reactants [CH3:1][CH:2]1[CH:7]([C:8]2[O:12][N:11]=[C:10]([C:13]3[CH:22]=[CH:21][C:20]4[C:15](=[CH:16][CH:17]=[CH:18][CH:19]=4)[N:14]=3)[N:9]=2)[CH2:6][CH2:5][N:4](C(OC(C)(C)C)=O)[CH2:3]1.[C:30]([OH:36])([C:32]([F:35])([F:34])[F:33])=[O:31].C(Cl)Cl, predict the reaction product. The product is: [F:33][C:32]([F:35])([F:34])[C:30]([O-:36])=[O:31].[CH3:1][CH:2]1[CH:7]([C:8]2[O:12][N:11]=[C:10]([C:13]3[CH:22]=[CH:21][C:20]4[C:15](=[CH:16][CH:17]=[CH:18][CH:19]=4)[N:14]=3)[N:9]=2)[CH2:6][CH2:5][NH2+:4][CH2:3]1.